From a dataset of Forward reaction prediction with 1.9M reactions from USPTO patents (1976-2016). Predict the product of the given reaction. (1) Given the reactants [Cl:1][C:2]1[CH:3]=[C:4]([CH:18]=[CH:19][C:20]=1[OH:21])[C:5]([NH:7][CH:8]1[CH2:13][C:12]([CH3:15])([CH3:14])[NH:11][C:10]([CH3:17])([CH3:16])[CH2:9]1)=[O:6].I[C:23]1[CH:28]=[CH:27][CH:26]=[CH:25][CH:24]=1.C([O-])([O-])=O.[K+].[K+], predict the reaction product. The product is: [Cl:1][C:2]1[CH:3]=[C:4]([CH:18]=[CH:19][C:20]=1[O:21][C:23]1[CH:28]=[CH:27][CH:26]=[CH:25][CH:24]=1)[C:5]([NH:7][CH:8]1[CH2:13][C:12]([CH3:14])([CH3:15])[NH:11][C:10]([CH3:17])([CH3:16])[CH2:9]1)=[O:6]. (2) Given the reactants FC(F)(F)C1C=C(NC(=O)NC2C=CC(C3SC(CCC(O)=O)=NC=3)=CC=2)C=CC=1.[Cl:31][C:32]1[CH:33]=[C:34]([NH:38][C:39](=[O:62])[NH:40][C:41]2[CH:46]=[CH:45][C:44]([C:47]3[S:51][C:50]([CH:52]4[CH2:57][CH2:56][CH:55]([C:58]([O:60]C)=[O:59])[CH2:54][CH2:53]4)=[N:49][CH:48]=3)=[CH:43][CH:42]=2)[CH:35]=[CH:36][CH:37]=1, predict the reaction product. The product is: [Cl:31][C:32]1[CH:33]=[C:34]([NH:38][C:39](=[O:62])[NH:40][C:41]2[CH:42]=[CH:43][C:44]([C:47]3[S:51][C:50]([CH:52]4[CH2:53][CH2:54][CH:55]([C:58]([OH:60])=[O:59])[CH2:56][CH2:57]4)=[N:49][CH:48]=3)=[CH:45][CH:46]=2)[CH:35]=[CH:36][CH:37]=1. (3) Given the reactants [CH3:1][C:2]1[CH:10]=[CH:9][C:8]([N+:11]([O-:13])=[O:12])=[CH:7][C:3]=1[C:4]([OH:6])=O.[CH:14]1[CH:19]=[C:18]([S:20][S:20][C:18]2[N:17]=[CH:16][CH:15]=[CH:14][CH:19]=2)[N:17]=[CH:16][CH:15]=1.C1(P(C2C=CC=CC=2)C2C=CC=CC=2)C=CC=CC=1, predict the reaction product. The product is: [N:17]1[CH:16]=[CH:15][CH:14]=[CH:19][C:18]=1[S:20][C:4](=[O:6])[C:3]1[CH:7]=[C:8]([N+:11]([O-:13])=[O:12])[CH:9]=[CH:10][C:2]=1[CH3:1]. (4) Given the reactants [CH:1]1([N:7]2[CH2:13][C:12]([F:15])([F:14])[C:11](=[O:16])[N:10]([CH3:17])[C:9]3[CH:18]=[N:19][C:20]([NH:22][C:23]4[CH:31]=[CH:30][C:26]([C:27]([OH:29])=O)=[CH:25][C:24]=4[O:32][CH3:33])=[N:21][C:8]2=3)[CH2:6][CH2:5][CH2:4][CH2:3][CH2:2]1.CN(C(ON1N=NC2C=CC=NC1=2)=[N+](C)C)C.F[P-](F)(F)(F)(F)F.Cl.Cl.[CH3:60][N:61]1[CH:66]2[CH2:67][CH2:68][CH:62]1[CH2:63][CH:64]([NH2:69])[CH2:65]2, predict the reaction product. The product is: [CH:1]1([N:7]2[CH2:13][C:12]([F:14])([F:15])[C:11](=[O:16])[N:10]([CH3:17])[C:9]3[CH:18]=[N:19][C:20]([NH:22][C:23]4[CH:31]=[CH:30][C:26]([C:27]([NH:69][CH:64]5[CH2:65][CH:66]6[N:61]([CH3:60])[CH:62]([CH2:68][CH2:67]6)[CH2:63]5)=[O:29])=[CH:25][C:24]=4[O:32][CH3:33])=[N:21][C:8]2=3)[CH2:2][CH2:3][CH2:4][CH2:5][CH2:6]1. (5) Given the reactants [N+:1]([C:4]1[CH:9]=[CH:8][CH:7]=[CH:6][C:5]=1[OH:10])([O-:3])=[O:2].[Cl:11][CH2:12][CH2:13]O.C1(P(C2C=CC=CC=2)C2C=CC=CC=2)C=CC=CC=1.CCOC(/N=N/C(OCC)=O)=O, predict the reaction product. The product is: [Cl:11][CH2:12][CH2:13][O:10][C:5]1[CH:6]=[CH:7][CH:8]=[CH:9][C:4]=1[N+:1]([O-:3])=[O:2].